Task: Predict the reaction yield, written as a fraction of the theoretical maximum amount of product (1.0 means a 100% yield; for example, 0.34 means a 34% yield).. Dataset: Reaction yield outcomes from USPTO patents with 853,638 reactions (1) The catalyst is CN(C=O)C.O. The yield is 0.0600. The product is [CH3:25][S:22]([C:18]1[CH:17]=[C:16]([C:13]2[S:12][C:11]([C:10]3[N:6]([CH2:2][C:3]([O:5][CH2:31][S:32][CH3:33])=[O:4])[N:7]=[C:8]([C:26]([F:27])([F:28])[F:29])[CH:9]=3)=[CH:15][CH:14]=2)[CH:21]=[CH:20][CH:19]=1)(=[O:24])=[O:23]. The reactants are C[CH:2]([N:6]1[C:10]([C:11]2[S:12][C:13]([C:16]3[CH:21]=[CH:20][CH:19]=[C:18]([S:22]([CH3:25])(=[O:24])=[O:23])[CH:17]=3)=[CH:14][CH:15]=2)=[CH:9][C:8]([C:26]([F:29])([F:28])[F:27])=[N:7]1)[C:3]([OH:5])=[O:4].Cl[CH2:31][S:32][CH3:33].C(=O)([O-])[O-].[K+].[K+]. (2) The reactants are [C:1]([O:9][CH2:10][CH2:11][CH2:12][CH2:13][OH:14])(=[O:8])[C:2]1[CH:7]=[CH:6][CH:5]=[CH:4][CH:3]=1.[CH3:15][S:16](Cl)(=[O:18])=[O:17]. The catalyst is C(Cl)Cl.O. The product is [C:1]([O:9][CH2:10][CH2:11][CH2:12][CH2:13][O:14][S:16]([CH3:15])(=[O:18])=[O:17])(=[O:8])[C:2]1[CH:7]=[CH:6][CH:5]=[CH:4][CH:3]=1. The yield is 0.980. (3) The reactants are Cl.[C:2]([CH2:4][C:5]([OH:7])=O)#[N:3].[CH2:8]([C@H:15]1[CH2:19][NH:18][C@H:17]([C:20]([NH:22][C:23]2[CH:28]=[CH:27][C:26]([O:29][C:30]3[CH:35]=[CH:34][C:33]([F:36])=[CH:32][CH:31]=3)=[CH:25][CH:24]=2)=[O:21])[CH2:16]1)[C:9]1[CH:14]=[CH:13][CH:12]=[CH:11][CH:10]=1. No catalyst specified. The product is [CH2:8]([C@H:15]1[CH2:19][N:18]([C:5](=[O:7])[CH2:4][C:2]#[N:3])[C@H:17]([C:20]([NH:22][C:23]2[CH:28]=[CH:27][C:26]([O:29][C:30]3[CH:31]=[CH:32][C:33]([F:36])=[CH:34][CH:35]=3)=[CH:25][CH:24]=2)=[O:21])[CH2:16]1)[C:9]1[CH:10]=[CH:11][CH:12]=[CH:13][CH:14]=1. The yield is 0.233. (4) The reactants are C([O:5][C:6](=[O:17])[NH:7][C:8]1[S:9][CH:10]=[C:11]([C:13]([OH:16])([CH3:15])[CH3:14])[N:12]=1)(C)(C)C.FC(F)(F)C(O)=O. The catalyst is ClCCl. The product is [OH:16][C:13]([C:11]1[N:12]=[C:8]([NH:7][C:6](=[O:5])[OH:17])[S:9][CH:10]=1)([CH3:14])[CH3:15]. The yield is 0.390. (5) The reactants are [CH:1]([C:3]1[CH:4]=[C:5]2[C:10](=[CH:11][CH:12]=1)[N:9]=[C:8]([CH2:13][CH:14]([CH3:16])[CH3:15])[C:7]([CH2:17][NH:18][C:19](=[O:25])[O:20][C:21]([CH3:24])([CH3:23])[CH3:22])=[C:6]2[C:26]1[CH:31]=[CH:30][C:29]([CH3:32])=[CH:28][CH:27]=1)=O.Cl.[NH2:34][O:35][CH2:36][C:37]([OH:39])=[O:38].[NH2:34][O:35][CH2:36][C:37]([OH:39])=[O:38].C(N(CC)CC)C. The catalyst is C(O)C. The product is [C:21]([O:20][C:19]([NH:18][CH2:17][C:7]1[C:8]([CH2:13][CH:14]([CH3:16])[CH3:15])=[N:9][C:10]2[C:5]([C:6]=1[C:26]1[CH:31]=[CH:30][C:29]([CH3:32])=[CH:28][CH:27]=1)=[CH:4][C:3](/[CH:1]=[N:34]/[O:35][CH2:36][C:37]([OH:39])=[O:38])=[CH:12][CH:11]=2)=[O:25])([CH3:24])([CH3:23])[CH3:22]. The yield is 0.520. (6) The reactants are [CH3:1][O:2][C:3]([C:5]1[S:6][C:7]2[C:8](Br)(Br)[CH2:9][O:10][C:11]3[CH:18]=[CH:17][C:16]([Br:19])=[CH:15][C:12]=3[C:13]=2[N:14]=1)=[O:4].CC(C)=[O:24]. The catalyst is O. The product is [CH3:1][O:2][C:3]([C:5]1[S:6][C:7]2[C:8](=[O:24])[CH2:9][O:10][C:11]3[CH:18]=[CH:17][C:16]([Br:19])=[CH:15][C:12]=3[C:13]=2[N:14]=1)=[O:4]. The yield is 0.860. (7) The catalyst is C1COCC1. The product is [Cl:1][C:2]1[CH:3]=[C:4]([CH:22]=[CH:23][C:24]=1[Cl:25])[CH2:5][C:6]1[N:7]=[C:8]([N:16]2[CH2:17][CH2:18][O:19][CH2:20][CH2:21]2)[S:9][C:10]=1[CH2:11][OH:12]. The reactants are [Cl:1][C:2]1[CH:3]=[C:4]([CH:22]=[CH:23][C:24]=1[Cl:25])[CH2:5][C:6]1[N:7]=[C:8]([N:16]2[CH2:21][CH2:20][O:19][CH2:18][CH2:17]2)[S:9][C:10]=1[C:11](OCC)=[O:12].[H-].[H-].[H-].[H-].[Li+].[Al+3]. The yield is 0.650.